This data is from Full USPTO retrosynthesis dataset with 1.9M reactions from patents (1976-2016). The task is: Predict the reactants needed to synthesize the given product. (1) Given the product [Cl:1][C:2]1[C:7]([Cl:8])=[C:6]([S:9](=[O:19])(=[O:18])[NH:10][C@@H:11]([CH2:16][CH3:17])[C:12]([F:13])([F:14])[F:15])[CH:5]=[CH:4][C:3]=1[C:20]1[S:24][C:23]([C:25]2[O:29][C:28]([CH2:30][C:31]([CH3:37])([CH3:36])[C:32]([OH:34])=[O:33])=[N:27][N:26]=2)=[N:22][C:21]=1[C:38]([N:40]1[CH2:45][CH2:44][CH2:43][CH2:42][C@@H:41]1[CH3:46])=[O:39], predict the reactants needed to synthesize it. The reactants are: [Cl:1][C:2]1[C:7]([Cl:8])=[C:6]([S:9](=[O:19])(=[O:18])[NH:10][C@@H:11]([CH2:16][CH3:17])[C:12]([F:15])([F:14])[F:13])[CH:5]=[CH:4][C:3]=1[C:20]1[S:24][C:23]([C:25]2[O:29][C:28]([CH2:30][C:31]([CH3:37])([CH3:36])[C:32]([O:34]C)=[O:33])=[N:27][N:26]=2)=[N:22][C:21]=1[C:38]([N:40]1[CH2:45][CH2:44][CH2:43][CH2:42][C@@H:41]1[CH3:46])=[O:39]. (2) Given the product [F:1][C:2]1[CH:3]=[CH:4][C:5]([CH2:6][N:7]2[C:17]3[C:12](=[CH:13][C:14]([S:18]([N:21]4[CH2:25][CH2:24][CH2:23][C@H:22]4[CH2:26][O:27][CH2:28][C:29]4[N:30]=[N:31][N:32]([CH2:40][F:39])[CH:33]=4)(=[O:19])=[O:20])=[CH:15][CH:16]=3)[C:10](=[O:11])[C:8]2=[O:9])=[CH:37][CH:38]=1, predict the reactants needed to synthesize it. The reactants are: [F:1][C:2]1[CH:38]=[CH:37][C:5]([CH2:6][N:7]2[C:17]3[C:12](=[CH:13][C:14]([S:18]([N:21]4[CH2:25][CH2:24][CH2:23][C@H:22]4[CH2:26][O:27][CH2:28][C:29]4[N:30]=[N:31][N:32](CCF)[CH:33]=4)(=[O:20])=[O:19])=[CH:15][CH:16]=3)[C:10](=[O:11])[C:8]2=[O:9])=[CH:4][CH:3]=1.[F:39][CH2:40]N=[N+]=[N-]. (3) Given the product [CH3:1][O:2][CH:3]1[O:7][C:6](=[O:8])[CH2:5][CH:4]1[CH2:9][CH:10]([CH3:12])[CH3:11], predict the reactants needed to synthesize it. The reactants are: [CH3:1][O:2][CH:3]1[O:7][C:6](=[O:8])[CH:5]=[C:4]1[CH:9]=[C:10]([CH3:12])[CH3:11].[H][H]. (4) Given the product [CH2:3]([O:5][C:6](=[O:10])[CH:7]([C:8]#[N:9])[C:12]1[CH:17]=[CH:16][C:15]([N+:18]([O-:20])=[O:19])=[CH:14][CH:13]=1)[CH3:4], predict the reactants needed to synthesize it. The reactants are: [H-].[Na+].[CH2:3]([O:5][C:6](=[O:10])[CH2:7][C:8]#[N:9])[CH3:4].F[C:12]1[CH:17]=[CH:16][C:15]([N+:18]([O-:20])=[O:19])=[CH:14][CH:13]=1.